This data is from Forward reaction prediction with 1.9M reactions from USPTO patents (1976-2016). The task is: Predict the product of the given reaction. (1) Given the reactants [O:1]1[CH:5]=[CH:4][C:3]2[CH:6]=[C:7]([C:10]([NH:12][CH2:13][C:14]([C:16]3[CH:17]=[C:18]([Cl:21])[S:19][CH:20]=3)=[O:15])=[O:11])[CH:8]=[CH:9][C:2]1=2.[H-].[Na+].Br[CH2:25][C:26]([O:28][CH2:29][CH3:30])=[O:27].C(O)(=O)CC(CC(O)=O)(C(O)=O)O, predict the reaction product. The product is: [O:1]1[CH:5]=[CH:4][C:3]2[CH:6]=[C:7]([C:10]([NH:12][CH:13]([C:14]([C:16]3[CH:17]=[C:18]([Cl:21])[S:19][CH:20]=3)=[O:15])[CH2:25][C:26]([O:28][CH2:29][CH3:30])=[O:27])=[O:11])[CH:8]=[CH:9][C:2]1=2. (2) The product is: [NH2:18]/[C:17](=[N:29]\[OH:30])/[C:14]1[CH:13]=[CH:12][C:11]([CH:10]([NH:19][C@@H:20]([C:22]([O:24][C:25]([CH3:27])([CH3:26])[CH3:28])=[O:23])[CH3:21])[CH2:9][O:8][Si:1]([C:4]([CH3:7])([CH3:5])[CH3:6])([CH3:3])[CH3:2])=[CH:16][CH:15]=1. Given the reactants [Si:1]([O:8][CH2:9][CH:10]([NH:19][C@@H:20]([C:22]([O:24][C:25]([CH3:28])([CH3:27])[CH3:26])=[O:23])[CH3:21])[C:11]1[CH:16]=[CH:15][C:14]([C:17]#[N:18])=[CH:13][CH:12]=1)([C:4]([CH3:7])([CH3:6])[CH3:5])([CH3:3])[CH3:2].[NH2:29][OH:30], predict the reaction product.